From a dataset of Reaction yield outcomes from USPTO patents with 853,638 reactions. Predict the reaction yield, written as a fraction of the theoretical maximum amount of product (1.0 means a 100% yield; for example, 0.34 means a 34% yield). (1) The reactants are ON1C2C=CC=CC=2N=N1.Cl.CN(C)CCCN=C=NCC.Cl.[CH3:24][O:25][CH:26]1[CH2:29][NH:28][CH2:27]1.[CH3:30][C:31]1[CH:32]=[CH:33][C:34]([C:37]2[N:41]([C:42]3[CH:43]=[N:44][CH:45]=[CH:46][CH:47]=3)[N:40]=[C:39]([C:48](O)=[O:49])[CH:38]=2)=[N:35][CH:36]=1. The product is [CH3:30][C:31]1[CH:32]=[CH:33][C:34]([C:37]2[N:41]([C:42]3[CH:43]=[N:44][CH:45]=[CH:46][CH:47]=3)[N:40]=[C:39]([C:48]([N:28]3[CH2:29][CH:26]([O:25][CH3:24])[CH2:27]3)=[O:49])[CH:38]=2)=[N:35][CH:36]=1. The yield is 0.390. The catalyst is ClCCl.C(N(CC)CC)C. (2) The reactants are C([O:8][CH2:9][CH2:10][CH2:11][N:12]1[C:20]2[C:15](=[CH:16][CH:17]=[CH:18][CH:19]=2)[C:14]2([C:24]3=[CH:25][C:26]4[O:30][CH2:29][O:28][C:27]=4[CH:31]=[C:23]3[O:22][CH2:21]2)[C:13]1=[O:32])C1C=CC=CC=1.[H][H]. The catalyst is CO.[Pd]. The product is [OH:8][CH2:9][CH2:10][CH2:11][N:12]1[C:20]2[C:15](=[CH:16][CH:17]=[CH:18][CH:19]=2)[C:14]2([C:24]3=[CH:25][C:26]4[O:30][CH2:29][O:28][C:27]=4[CH:31]=[C:23]3[O:22][CH2:21]2)[C:13]1=[O:32]. The yield is 0.980. (3) The reactants are [CH3:1][O:2][C:3]1[CH:8]=[CH:7][C:6]([CH2:9][C:10]([OH:12])=[O:11])=[CH:5][CH:4]=1.[Br:13]Br. The catalyst is C(O)(=O)C. The product is [Br:13][C:8]1[CH:7]=[C:6]([CH2:9][C:10]([OH:12])=[O:11])[CH:5]=[CH:4][C:3]=1[O:2][CH3:1]. The yield is 0.980. (4) The reactants are [OH:1][C:2]1[CH:10]=[CH:9][CH:8]=[C:7]2[C:3]=1[CH:4]=[CH:5][NH:6]2.[Br:11][CH2:12][CH2:13][CH2:14][CH2:15][CH2:16]Br.C(=O)([O-])[O-].[K+].[K+]. The catalyst is CN1CCCC1=O. The product is [Br:11][CH2:12][CH2:13][CH2:14][CH2:15][CH2:16][O:1][C:2]1[CH:10]=[CH:9][CH:8]=[C:7]2[C:3]=1[CH:4]=[CH:5][NH:6]2. The yield is 0.660. (5) The reactants are [CH2:1]1[C:10]2[C:5](=[CH:6][CH:7]=[C:8]([C:11]#[C:12][Si](C)(C)C)[CH:9]=2)[CH2:4][CH2:3][O:2]1.C(=O)([O-])[O-].[K+].[K+]. The catalyst is O1CCCC1.CO. The product is [C:11]([C:8]1[CH:9]=[C:10]2[C:5]([CH2:4][CH2:3][O:2][CH2:1]2)=[CH:6][CH:7]=1)#[CH:12]. The yield is 0.810. (6) The reactants are FC1C=C2C(C(I)=CN2S(C2C=CC=CC=2)(=O)=O)=CC=1.[F:21][C:22]1[CH:30]=[C:29]2[C:25]([C:26]([C:40]3[CH:55]=[CH:54][C:43]4[N:44]=[C:45]([CH2:47][CH:48]5[CH2:53][CH2:52][NH:51][CH2:50][CH2:49]5)[O:46][C:42]=4[CH:41]=3)=[CH:27][N:28]2S(C2C=CC=CC=2)(=O)=O)=[CH:24][CH:23]=1. No catalyst specified. The product is [F:21][C:22]1[CH:30]=[C:29]2[C:25]([C:26]([C:40]3[CH:55]=[CH:54][C:43]4[N:44]=[C:45]([CH2:47][CH:48]5[CH2:49][CH2:50][NH:51][CH2:52][CH2:53]5)[O:46][C:42]=4[CH:41]=3)=[CH:27][NH:28]2)=[CH:24][CH:23]=1. The yield is 0.0700. (7) The reactants are [NH2:1][C:2]1[C:14]([C:15]([O:17]CC=C)=[O:16])=[C:5]2[N:6]=[C:7]([C:10]([F:13])([F:12])[F:11])[CH:8]=[CH:9][N:4]2[N:3]=1.C1([SiH3])C=CC=CC=1. The catalyst is C(Cl)Cl.C1C=CC([P]([Pd]([P](C2C=CC=CC=2)(C2C=CC=CC=2)C2C=CC=CC=2)([P](C2C=CC=CC=2)(C2C=CC=CC=2)C2C=CC=CC=2)[P](C2C=CC=CC=2)(C2C=CC=CC=2)C2C=CC=CC=2)(C2C=CC=CC=2)C2C=CC=CC=2)=CC=1. The product is [NH2:1][C:2]1[C:14]([C:15]([OH:17])=[O:16])=[C:5]2[N:6]=[C:7]([C:10]([F:13])([F:11])[F:12])[CH:8]=[CH:9][N:4]2[N:3]=1. The yield is 0.560. (8) The reactants are [Cl:1][C:2]1[CH:7]=[C:6](/[CH:8]=[CH:9]/[CH:10]([C:15]2[CH:20]=[C:19]([Cl:21])[C:18]([Cl:22])=[C:17]([Cl:23])[CH:16]=2)[C:11]([F:14])([F:13])[F:12])[CH:5]=[CH:4][C:3]=1[CH2:24][NH2:25].[CH3:26][N:27]([CH3:31])[C:28](Cl)=[O:29]. The catalyst is C(Cl)Cl. The product is [Cl:1][C:2]1[CH:7]=[C:6](/[CH:8]=[CH:9]/[CH:10]([C:15]2[CH:20]=[C:19]([Cl:21])[C:18]([Cl:22])=[C:17]([Cl:23])[CH:16]=2)[C:11]([F:14])([F:13])[F:12])[CH:5]=[CH:4][C:3]=1[CH2:24][NH:25][C:28](=[O:29])[N:27]([CH3:31])[CH3:26]. The yield is 0.600. (9) The reactants are [NH2:1][C@@H:2]1[CH2:10][C:9]2[C:4](=[CH:5][CH:6]=[C:7]([CH2:11][N:12]3[CH:16]=[C:15]([CH2:17][OH:18])[C:14]([C:19]([F:22])([F:21])[F:20])=[N:13]3)[CH:8]=2)[CH2:3]1.C(N(CC)CC)C.[CH3:30][S:31](Cl)(=[O:33])=[O:32]. The catalyst is C1COCC1.CS(C)=O. The product is [OH:18][CH2:17][C:15]1[C:14]([C:19]([F:22])([F:21])[F:20])=[N:13][N:12]([CH2:11][C:7]2[CH:8]=[C:9]3[C:4](=[CH:5][CH:6]=2)[CH2:3][C@H:2]([NH:1][S:31]([CH3:30])(=[O:33])=[O:32])[CH2:10]3)[CH:16]=1. The yield is 0.512. (10) The reactants are [OH-].[Na+].CO.[Cl:5][C:6]1[S:17][C:9]2[NH:10][C:11]([C:13]([O:15]C)=[O:14])=[CH:12][C:8]=2[CH:7]=1. The catalyst is O. The product is [Cl:5][C:6]1[S:17][C:9]2[NH:10][C:11]([C:13]([OH:15])=[O:14])=[CH:12][C:8]=2[CH:7]=1. The yield is 0.970.